Task: Regression. Given a peptide amino acid sequence and an MHC pseudo amino acid sequence, predict their binding affinity value. This is MHC class I binding data.. Dataset: Peptide-MHC class I binding affinity with 185,985 pairs from IEDB/IMGT (1) The peptide sequence is RQGLERALL. The MHC is HLA-B44:02 with pseudo-sequence HLA-B44:02. The binding affinity (normalized) is 0.0361. (2) The peptide sequence is MTDVDLNYY. The MHC is HLA-C04:01 with pseudo-sequence HLA-C04:01. The binding affinity (normalized) is 0.0847.